Predict the reactants needed to synthesize the given product. From a dataset of Full USPTO retrosynthesis dataset with 1.9M reactions from patents (1976-2016). Given the product [OH:4][C:5]1[CH:14]=[C:13]2[C:8]([CH:9]=[C:10]([CH:17]=[O:18])[C:11]([CH3:15])([CH3:16])[O:12]2)=[CH:7][CH:6]=1, predict the reactants needed to synthesize it. The reactants are: COC[O:4][C:5]1[CH:14]=[C:13]2[C:8]([CH:9]=[C:10]([CH:17]=[O:18])[C:11]([CH3:16])([CH3:15])[O:12]2)=[CH:7][CH:6]=1.[C@]12(CS(O)(=O)=O)C(C)(C)C(CC1)CC2=O.